Dataset: Reaction yield outcomes from USPTO patents with 853,638 reactions. Task: Predict the reaction yield, written as a fraction of the theoretical maximum amount of product (1.0 means a 100% yield; for example, 0.34 means a 34% yield). (1) The reactants are [CH3:1][N:2]([CH3:8])[CH:3]1[CH2:7][CH2:6][NH:5][CH2:4]1.Cl[C:10]1[N:11]=[CH:12][C:13]([C:16]([NH:18][C:19]2[NH:20][N:21]=[C:22]([CH2:24][CH2:25][C:26]3[CH:31]=[C:30]([O:32][CH3:33])[CH:29]=[C:28]([O:34][CH3:35])[CH:27]=3)[CH:23]=2)=[O:17])=[N:14][CH:15]=1. The catalyst is CS(C)=O.CO. The product is [CH3:33][O:32][C:30]1[CH:31]=[C:26]([CH2:25][CH2:24][C:22]2[CH:23]=[C:19]([NH:18][C:16]([C:13]3[CH:12]=[N:11][C:10]([N:5]4[CH2:6][CH2:7][CH:3]([N:2]([CH3:8])[CH3:1])[CH2:4]4)=[CH:15][N:14]=3)=[O:17])[NH:20][N:21]=2)[CH:27]=[C:28]([O:34][CH3:35])[CH:29]=1. The yield is 0.800. (2) The reactants are [N:1]1[CH:9]=[C:8]2[C:4]([NH:5][CH:6]=[N:7]2)=[N:3][C:2]=1[NH2:10].[H-].[Na+].Cl[CH2:14][C:15]1[N:19]([C:20]2[CH:25]=[CH:24][CH:23]=[CH:22][CH:21]=2)[C:18]2[CH:26]=[C:27]([F:30])[CH:28]=[CH:29][C:17]=2[N:16]=1. The catalyst is CN(C=O)C. The product is [F:30][C:27]1[CH:28]=[CH:29][C:17]2[N:16]=[C:15]([CH2:14][N:5]3[CH:6]=[N:7][C:8]4[C:4]3=[N:3][C:2]([NH2:10])=[N:1][CH:9]=4)[N:19]([C:20]3[CH:25]=[CH:24][CH:23]=[CH:22][CH:21]=3)[C:18]=2[CH:26]=1. The yield is 0.470.